This data is from Forward reaction prediction with 1.9M reactions from USPTO patents (1976-2016). The task is: Predict the product of the given reaction. (1) Given the reactants Cl[C:2]1[C:7]([CH:8]=[CH:9][C:10]([NH:12][CH2:13][C:14]2[CH:19]=[C:18]([F:20])[C:17]([NH:21][S:22]([CH3:25])(=[O:24])=[O:23])=[C:16]([C:26]#[CH:27])[CH:15]=2)=[O:11])=[CH:6][CH:5]=[C:4]([C:28]([F:31])([F:30])[F:29])[N:3]=1.[CH3:32][N:33]1[CH2:38][CH2:37][NH:36][CH2:35][CH2:34]1, predict the reaction product. The product is: [C:26]([C:16]1[CH:15]=[C:14]([CH:19]=[C:18]([F:20])[C:17]=1[NH:21][S:22]([CH3:25])(=[O:24])=[O:23])[CH2:13][NH:12][C:10](=[O:11])[CH:9]=[CH:8][C:7]1[C:2]([N:36]2[CH2:37][CH2:38][N:33]([CH3:32])[CH2:34][CH2:35]2)=[N:3][C:4]([C:28]([F:31])([F:30])[F:29])=[CH:5][CH:6]=1)#[CH:27]. (2) Given the reactants [CH2:1]([CH:8]1[CH2:16][CH2:15][CH2:14][C:13]2[NH:12][C:11]([C:17]([O:19]C)=[O:18])=[CH:10][C:9]1=2)[C:2]1[CH:7]=[CH:6][CH:5]=[CH:4][CH:3]=1.[OH-].[Na+], predict the reaction product. The product is: [CH2:1]([CH:8]1[CH2:16][CH2:15][CH2:14][C:13]2[NH:12][C:11]([C:17]([OH:19])=[O:18])=[CH:10][C:9]1=2)[C:2]1[CH:7]=[CH:6][CH:5]=[CH:4][CH:3]=1. (3) Given the reactants [NH2:1][C:2]1[CH:14]=[CH:13][C:12]2[C:11]3[C:6](=[CH:7][CH:8]=[CH:9][CH:10]=3)[CH2:5][C:4]=2[CH:3]=1.[CH3:15][C:16]([O:19][C:20](O[C:20]([O:19][C:16]([CH3:18])([CH3:17])[CH3:15])=[O:21])=[O:21])([CH3:18])[CH3:17].C(OCC)(=O)C.OS([O-])(=O)=O.[K+], predict the reaction product. The product is: [C:20]([NH:1][C:2]1[CH:14]=[CH:13][C:12]2[C:11]3[C:6](=[CH:7][CH:8]=[CH:9][CH:10]=3)[CH2:5][C:4]=2[CH:3]=1)([O:19][C:16]([CH3:18])([CH3:17])[CH3:15])=[O:21]. (4) Given the reactants [CH2:1]([O:8][C:9]1[CH:10]=[C:11]([CH2:15][CH2:16][CH2:17]CS([O-])(=O)=O)[CH:12]=[CH:13][CH:14]=1)[C:2]1[CH:7]=[CH:6][CH:5]=[CH:4][CH:3]=1.[I-:23].[Na+], predict the reaction product. The product is: [I:23][CH2:17][CH2:16][CH2:15][C:11]1[CH:10]=[C:9]([O:8][CH2:1][C:2]2[CH:7]=[CH:6][CH:5]=[CH:4][CH:3]=2)[CH:14]=[CH:13][CH:12]=1. (5) Given the reactants [F:1][C:2]1[CH:16]=[CH:15][CH:14]=[CH:13][C:3]=1[CH2:4][N:5]1[CH2:12][CH2:11][C:8]2([O:10][CH2:9]2)[CH2:7][CH2:6]1.[OH:17][C:18]1[CH:23]=[CH:22][CH:21]=[CH:20][N:19]=1.C(=O)([O-])[O-].[K+].[K+].Cl.CCO, predict the reaction product. The product is: [F:1][C:2]1[CH:16]=[CH:15][CH:14]=[CH:13][C:3]=1[CH2:4][N:5]1[CH2:12][CH2:11][C:8]([CH2:9][N:19]2[CH:20]=[CH:21][CH:22]=[CH:23][C:18]2=[O:17])([OH:10])[CH2:7][CH2:6]1.